From a dataset of Forward reaction prediction with 1.9M reactions from USPTO patents (1976-2016). Predict the product of the given reaction. Given the reactants N1C2C(=NC=CC=2)N([O:10][C:11]2[C:20]3[C:15](=[CH:16][CH:17]=[CH:18][CH:19]=3)[N:14]=[CH:13][N:12]=2)N=1.[N:21]1[CH:26]=[C:25](B(O)O)[CH:24]=[N:23][CH:22]=1.C([O-])([O-])=O.[Cs+].[Cs+], predict the reaction product. The product is: [N:21]1[CH:26]=[C:25]([O:10][C:11]2[C:20]3[C:15](=[CH:16][CH:17]=[CH:18][CH:19]=3)[N:14]=[CH:13][N:12]=2)[CH:24]=[N:23][CH:22]=1.